From a dataset of Retrosynthesis with 50K atom-mapped reactions and 10 reaction types from USPTO. Predict the reactants needed to synthesize the given product. (1) Given the product C=CCNC(=O)Nc1nc2cc(Br)cnc2s1, predict the reactants needed to synthesize it. The reactants are: C=CCN=C=O.Nc1nc2cc(Br)cnc2s1. (2) The reactants are: Nc1cccc(O)c1N.O=C(O)COCc1ccccc1. Given the product Oc1cccc2[nH]c(COCc3ccccc3)nc12, predict the reactants needed to synthesize it.